Dataset: Full USPTO retrosynthesis dataset with 1.9M reactions from patents (1976-2016). Task: Predict the reactants needed to synthesize the given product. (1) Given the product [Cl:38][C:39]1[CH:40]=[C:41]2[C:45](=[C:46]([CH:48]([O:54][CH2:55][C:56]3([C:69]4[CH:70]=[CH:71][C:72]([F:75])=[CH:73][CH:74]=4)[CH2:61][CH2:60][N:59]([C:62]([O:64][C:65]([CH3:67])([CH3:68])[CH3:66])=[O:63])[CH2:58][CH2:57]3)[C:49]([N:51]([CH3:53])[CH3:52])=[O:50])[CH:47]=1)[NH:44][N:43]=[CH:42]2, predict the reactants needed to synthesize it. The reactants are: ClC1C=C2C(=C(C(OCC3(C4C=CC(F)=CC=4)CCN(C(OC(C)(C)C)=O)CC3)C(OC)=O)C=1)NN=C2.[Cl:38][C:39]1[CH:47]=[C:46]([CH:48]([O:54][CH2:55][C:56]2([C:69]3[CH:74]=[CH:73][C:72]([F:75])=[CH:71][CH:70]=3)[CH2:61][CH2:60][N:59]([C:62]([O:64][C:65]([CH3:68])([CH3:67])[CH3:66])=[O:63])[CH2:58][CH2:57]2)[C:49]([N:51]([CH3:53])[CH3:52])=[O:50])[C:45]2[C:41](=[CH:42][N:43](COCC[Si](C)(C)C)[N:44]=2)[CH:40]=1. (2) Given the product [F:1][C:2]1[CH:7]=[CH:6][C:5]([N:8]([CH3:24])[CH:9]2[CH2:10][CH2:11][N:12]([C:15]([O:17][C:18]([CH3:21])([CH3:20])[CH3:19])=[O:16])[CH2:13][CH2:14]2)=[CH:4][CH:3]=1, predict the reactants needed to synthesize it. The reactants are: [F:1][C:2]1[CH:7]=[CH:6][C:5]([NH:8][CH:9]2[CH2:14][CH2:13][N:12]([C:15]([O:17][C:18]([CH3:21])([CH3:20])[CH3:19])=[O:16])[CH2:11][CH2:10]2)=[CH:4][CH:3]=1.[H-].[Na+].[CH3:24]I.[Cl-].[NH4+]. (3) Given the product [CH3:32][N:33]([CH3:34])[CH2:35][C:36]([N:38]1[C:46]2[C:41](=[CH:42][CH:43]=[C:44]([NH:47][C:3]3[N:16]4[C:7](=[N:8][C:9]5[C:14]([C:15]4=[O:17])=[C:13]([F:18])[CH:12]=[CH:11][CH:10]=5)[C:6]4[CH:19]=[CH:20][N:21]([S:22]([C:25]5[CH:30]=[CH:29][C:28]([CH3:31])=[CH:27][CH:26]=5)(=[O:23])=[O:24])[C:5]=4[N:4]=3)[CH:45]=2)[CH2:40][CH2:39]1)=[O:37], predict the reactants needed to synthesize it. The reactants are: Cl.Cl[C:3]1[N:16]2[C:7](=[N:8][C:9]3[C:14]([C:15]2=[O:17])=[C:13]([F:18])[CH:12]=[CH:11][CH:10]=3)[C:6]2[CH:19]=[CH:20][N:21]([S:22]([C:25]3[CH:30]=[CH:29][C:28]([CH3:31])=[CH:27][CH:26]=3)(=[O:24])=[O:23])[C:5]=2[N:4]=1.[CH3:32][N:33]([CH2:35][C:36]([N:38]1[C:46]2[C:41](=[CH:42][CH:43]=[C:44]([NH2:47])[CH:45]=2)[CH2:40][CH2:39]1)=[O:37])[CH3:34]. (4) Given the product [CH2:1]([O:8][C:9]1[CH:16]=[CH:15][C:12]([CH2:13][NH:26][CH:23]2[CH2:25][CH2:24]2)=[CH:11][C:10]=1[O:17][CH2:18][CH2:19][CH2:20][O:21][CH3:22])[C:2]1[CH:7]=[CH:6][CH:5]=[CH:4][CH:3]=1, predict the reactants needed to synthesize it. The reactants are: [CH2:1]([O:8][C:9]1[CH:16]=[CH:15][C:12]([CH:13]=O)=[CH:11][C:10]=1[O:17][CH2:18][CH2:19][CH2:20][O:21][CH3:22])[C:2]1[CH:7]=[CH:6][CH:5]=[CH:4][CH:3]=1.[CH:23]1([NH2:26])[CH2:25][CH2:24]1. (5) The reactants are: [F:1][C:2]([F:14])([S:10]([O-:13])(=[O:12])=[O:11])[CH2:3][O:4][C:5](=[O:9])[C:6]([CH3:8])=[CH2:7].C([NH+](CC)CC)C.C([O-])(=O)C.[C:26]([C:30]1[CH:35]=[CH:34][CH:33]=[CH:32][C:31]=1[I+:36][C:37]1[CH:42]=[CH:41][CH:40]=[CH:39][CH:38]=1)([CH3:29])([CH3:28])[CH3:27]. Given the product [F:14][C:2]([F:1])([S:10]([O-:13])(=[O:12])=[O:11])[CH2:3][O:4][C:5](=[O:9])[C:6]([CH3:8])=[CH2:7].[C:26]([C:30]1[CH:35]=[CH:34][CH:33]=[CH:32][C:31]=1[I+:36][C:37]1[CH:42]=[CH:41][CH:40]=[CH:39][CH:38]=1)([CH3:29])([CH3:27])[CH3:28], predict the reactants needed to synthesize it. (6) Given the product [O:28]=[S:2]1(=[O:1])[C:7]2[CH:8]=[CH:9][CH:10]=[CH:11][C:6]=2[NH:5][C:4]([C:12]2[C:17](=[O:18])[N:16]([NH:19][CH2:20][C:21]3[CH:22]=[C:12]([CH:13]=[CH:14][CH:23]=3)[C:4]#[N:3])[C:15]3[CH:24]=[CH:25][S:26][C:14]=3[C:13]=2[OH:27])=[N:3]1, predict the reactants needed to synthesize it. The reactants are: [O:1]=[S:2]1(=[O:28])[C:7]2[CH:8]=[CH:9][CH:10]=[CH:11][C:6]=2[NH:5][C:4]([C:12]2[C:17](=[O:18])[N:16]([N:19]=[CH:20][CH:21]([CH3:23])[CH3:22])[C:15]3[CH:24]=[CH:25][S:26][C:14]=3[C:13]=2[OH:27])=[N:3]1.CO.[BH4-].[Li+].Cl. (7) Given the product [OH:29][C:3]1[N:8]2[CH:9]=[N:10][N:11]=[C:7]2[C:6]([C:12]2[CH:17]=[CH:16][CH:15]=[C:14]([C:18]([F:21])([F:20])[F:19])[CH:13]=2)=[C:5]([C:22]2[CH:27]=[CH:26][N:25]=[C:24]([Cl:28])[CH:23]=2)[N:4]=1, predict the reactants needed to synthesize it. The reactants are: CS[C:3]1[N:8]2[CH:9]=[N:10][N:11]=[C:7]2[C:6]([C:12]2[CH:17]=[CH:16][CH:15]=[C:14]([C:18]([F:21])([F:20])[F:19])[CH:13]=2)=[C:5]([C:22]2[CH:27]=[CH:26][N:25]=[C:24]([Cl:28])[CH:23]=2)[N:4]=1.[OH-:29].[Na+].Cl. (8) The reactants are: CS([O:5][CH2:6][CH2:7][CH2:8][CH2:9][CH2:10][CH2:11][CH2:12][CH2:13]/[CH:14]=[CH:15]\[CH2:16]/[CH:17]=[CH:18]\[CH2:19][CH2:20][CH2:21][CH2:22][CH3:23])(=O)=O.[C:24]1([N:30]2[CH2:35][CH2:34][N:33]([CH2:36][CH:37](O)[CH2:38][OH:39])[CH2:32][CH2:31]2)[CH:29]=[CH:28][CH:27]=[CH:26][CH:25]=1.[H-].[Na+]. Given the product [CH2:6]([O:5][CH:37]([CH2:38][O:39][CH2:6][CH2:7][CH2:8][CH2:9][CH2:10][CH2:11][CH2:12][CH2:13]/[CH:14]=[CH:15]\[CH2:16]/[CH:17]=[CH:18]\[CH2:19][CH2:20][CH2:21][CH2:22][CH3:23])[CH2:36][N:33]1[CH2:34][CH2:35][N:30]([C:24]2[CH:29]=[CH:28][CH:27]=[CH:26][CH:25]=2)[CH2:31][CH2:32]1)[CH2:7][CH2:8][CH2:9][CH2:10][CH2:11][CH2:12][CH2:13]/[CH:14]=[CH:15]\[CH2:16]/[CH:17]=[CH:18]\[CH2:19][CH2:20][CH2:21][CH2:22][CH3:23], predict the reactants needed to synthesize it. (9) Given the product [NH:10]1[C:18]2[C:13](=[CH:14][C:15]([NH:19][C:20]3[C:21]4[S:28][C:27]([C:29]5[CH:36]=[CH:35][C:32]([CH2:33][NH:1][CH2:2][CH2:3][N:4]6[CH2:9][CH2:8][O:7][CH2:6][CH2:5]6)=[CH:31][CH:30]=5)=[CH:26][C:22]=4[N:23]=[CH:24][N:25]=3)=[CH:16][CH:17]=2)[CH:12]=[CH:11]1, predict the reactants needed to synthesize it. The reactants are: [NH2:1][CH2:2][CH2:3][N:4]1[CH2:9][CH2:8][O:7][CH2:6][CH2:5]1.[NH:10]1[C:18]2[C:13](=[CH:14][C:15]([NH:19][C:20]3[C:21]4[S:28][C:27]([C:29]5[CH:36]=[CH:35][C:32]([CH:33]=O)=[CH:31][CH:30]=5)=[CH:26][C:22]=4[N:23]=[CH:24][N:25]=3)=[CH:16][CH:17]=2)[CH:12]=[CH:11]1. (10) Given the product [F:1][C:2]1[CH:17]=[CH:16][C:5]([O:6][C:7]2[CH:12]=[CH:11][N:10]=[C:9]([CH:13]([OH:15])[CH3:14])[N:8]=2)=[CH:4][CH:3]=1, predict the reactants needed to synthesize it. The reactants are: [F:1][C:2]1[CH:17]=[CH:16][C:5]([O:6][C:7]2[CH:12]=[CH:11][N:10]=[C:9]([C:13](=[O:15])[CH3:14])[N:8]=2)=[CH:4][CH:3]=1.CO.[BH4-].[Na+].